Dataset: Forward reaction prediction with 1.9M reactions from USPTO patents (1976-2016). Task: Predict the product of the given reaction. Given the reactants [I:1][C:2]1[CH:3]=[C:4]([C:8]#[N:9])[S:5][C:6]=1I.C([Mg]Cl)(C)C.[Cl:15][C:16]1[CH:23]=[CH:22][C:19]([CH:20]=[O:21])=[CH:18][CH:17]=1.[NH4+].[Cl-], predict the reaction product. The product is: [Cl:15][C:16]1[CH:23]=[CH:22][C:19]([CH:20]([OH:21])[C:6]2[S:5][C:4]([C:8]#[N:9])=[CH:3][C:2]=2[I:1])=[CH:18][CH:17]=1.